From a dataset of Catalyst prediction with 721,799 reactions and 888 catalyst types from USPTO. Predict which catalyst facilitates the given reaction. (1) Reactant: [CH2:1]([O:3][C:4]1[CH:21]=[CH:20][CH:19]=[CH:18][C:5]=1[CH2:6][C:7]1[NH:8][C:9](=[O:17])[C:10]([C:15]#[N:16])=[C:11](SC)[N:12]=1)[CH3:2].[NH:22]1[CH2:27][CH2:26][CH:25]([CH2:28][CH2:29][OH:30])[CH2:24][CH2:23]1. Product: [CH2:1]([O:3][C:4]1[CH:21]=[CH:20][CH:19]=[CH:18][C:5]=1[CH2:6][C:7]1[NH:8][C:9](=[O:17])[C:10]([C:15]#[N:16])=[C:11]([N:22]2[CH2:27][CH2:26][CH:25]([CH2:28][CH2:29][OH:30])[CH2:24][CH2:23]2)[N:12]=1)[CH3:2]. The catalyst class is: 10. (2) Reactant: [C:1](Cl)([C:14]1[CH:19]=[CH:18][CH:17]=[CH:16][CH:15]=1)([C:8]1[CH:13]=[CH:12][CH:11]=[CH:10][CH:9]=1)[C:2]1[CH:7]=[CH:6][CH:5]=[CH:4][CH:3]=1.[CH2:21]([NH:23][CH2:24][CH2:25][NH2:26])[CH3:22]. Product: [C:1]([NH:26][CH2:25][CH2:24][NH:23][CH2:21][CH3:22])([C:14]1[CH:19]=[CH:18][CH:17]=[CH:16][CH:15]=1)([C:8]1[CH:13]=[CH:12][CH:11]=[CH:10][CH:9]=1)[C:2]1[CH:7]=[CH:6][CH:5]=[CH:4][CH:3]=1. The catalyst class is: 513. (3) Reactant: Cl[C:2]1[C:7]([C:8]([NH2:10])=[O:9])=[CH:6][N:5]=[C:4]([Cl:11])[CH:3]=1.[N:12]1[CH:17]=[CH:16][CH:15]=[C:14]([CH2:18][NH2:19])[CH:13]=1.CCN(C(C)C)C(C)C. Product: [Cl:11][C:4]1[CH:3]=[C:2]([NH:19][CH2:18][C:14]2[CH:13]=[N:12][CH:17]=[CH:16][CH:15]=2)[C:7]([C:8]([NH2:10])=[O:9])=[CH:6][N:5]=1. The catalyst class is: 37.